This data is from Reaction yield outcomes from USPTO patents with 853,638 reactions. The task is: Predict the reaction yield, written as a fraction of the theoretical maximum amount of product (1.0 means a 100% yield; for example, 0.34 means a 34% yield). (1) The product is [Cl:42][C:21]1[C:22]([C:24]2[C:32]3[C:27](=[CH:28][CH:29]=[CH:30][CH:31]=3)[N:26]([S:33]([C:36]3[CH:41]=[CH:40][CH:39]=[CH:38][CH:37]=3)(=[O:35])=[O:34])[CH:25]=2)=[N:23][C:18]([NH:17][CH:13]2[CH2:14][CH2:15][CH2:16][C:11]([NH:10][C:57]([C:56]3[CH:55]=[CH:54][C:53]([NH:52][C:50](=[O:51])[O:49][C:45]([CH3:46])([CH3:47])[CH3:48])=[CH:61][CH:60]=3)=[O:59])([CH3:43])[CH2:12]2)=[N:19][CH:20]=1. The catalyst is CN(C=O)C.CCOC(C)=O.C([O-])(O)=O.[Na+]. The yield is 0.830. The reactants are C(OC(=O)[NH:10][C:11]1([CH3:43])[CH2:16][CH2:15][CH2:14][CH:13]([NH:17][C:18]2[N:23]=[C:22]([C:24]3[C:32]4[C:27](=[CH:28][CH:29]=[CH:30][CH:31]=4)[N:26]([S:33]([C:36]4[CH:41]=[CH:40][CH:39]=[CH:38][CH:37]=4)(=[O:35])=[O:34])[CH:25]=3)[C:21]([Cl:42])=[CH:20][N:19]=2)[CH2:12]1)C1C=CC=CC=1.[C:45]([O:49][C:50]([NH:52][C:53]1[CH:61]=[CH:60][C:56]([C:57]([OH:59])=O)=[CH:55][CH:54]=1)=[O:51])([CH3:48])([CH3:47])[CH3:46].CN(C(ON1N=NC2C=CC=CC1=2)=[N+](C)C)C.F[P-](F)(F)(F)(F)F.CCN(CC)CC. (2) The reactants are Br[C:2]1[CH:7]=[CH:6][CH:5]=[C:4]([O:8][CH3:9])[N:3]=1.C([Li])CCC.CN(C)[CH:17]=[O:18].[BH4-].[Na+]. The catalyst is C(OCC)(=O)C.O.O1CCCC1.C1(C)C=CC=CC=1. The product is [CH3:9][O:8][C:4]1[N:3]=[C:2]([CH2:17][OH:18])[CH:7]=[CH:6][CH:5]=1. The yield is 0.280. (3) The product is [C:17]([O:20][CH2:21][C:22]1[C:23]([N:31]2[N:40]=[CH:39][C:38]3[C:33](=[C:34]([F:45])[CH:35]=[C:36]([C:41]([CH3:43])([CH3:42])[CH3:44])[CH:37]=3)[C:32]2=[O:46])=[N:24][CH:25]=[CH:26][C:27]=1[C:2]1[CH:3]=[C:4]([NH:10][C:11]2[CH:15]=[C:14]([CH3:16])[NH:13][N:12]=2)[C:5](=[O:9])[N:6]([CH3:8])[CH:7]=1)(=[O:19])[CH3:18]. The reactants are Br[C:2]1[CH:3]=[C:4]([NH:10][C:11]2[CH:15]=[C:14]([CH3:16])[NH:13][N:12]=2)[C:5](=[O:9])[N:6]([CH3:8])[CH:7]=1.[C:17]([O:20][CH2:21][C:22]1[C:23]([N:31]2[N:40]=[CH:39][C:38]3[C:33](=[C:34]([F:45])[CH:35]=[C:36]([C:41]([CH3:44])([CH3:43])[CH3:42])[CH:37]=3)[C:32]2=[O:46])=[N:24][CH:25]=[CH:26][C:27]=1B(O)O)(=[O:19])[CH3:18].[O-]P([O-])([O-])=O.[K+].[K+].[K+].C([O-])(=O)C.[Na+]. The yield is 0.350. The catalyst is C1C=CC(P(C2C=CC=CC=2)[C-]2C=CC=C2)=CC=1.C1C=CC(P(C2C=CC=CC=2)[C-]2C=CC=C2)=CC=1.Cl[Pd]Cl.[Fe+2].O.C(#N)C. (4) The reactants are [CH2:1]([NH:8][C:9](=[O:18])[C:10]1[CH:15]=[CH:14][C:13]([NH:16][NH2:17])=[N:12][CH:11]=1)[C:2]1[CH:7]=[CH:6][CH:5]=[CH:4][CH:3]=1.[C:19]([C:21]1[CH:22]=[N:23][N:24]([C:26](=[CH:32]N(C)C)[C:27](OCC)=[O:28])[CH:25]=1)#[N:20].Cl.CCN(C(C)C)C(C)C. The catalyst is CC(O)C. The product is [CH2:1]([NH:8][C:9](=[O:18])[C:10]1[CH:15]=[CH:14][C:13]([N:16]2[C:27]([OH:28])=[C:26]([N:24]3[CH:25]=[C:21]([C:19]#[N:20])[CH:22]=[N:23]3)[CH:32]=[N:17]2)=[N:12][CH:11]=1)[C:2]1[CH:3]=[CH:4][CH:5]=[CH:6][CH:7]=1. The yield is 0.398. (5) The reactants are [C:1]([O:5][C:6](=[O:19])[CH2:7][CH:8]([OH:18])[CH2:9][O:10][CH2:11][C:12]1[CH:17]=[CH:16][CH:15]=[CH:14][CH:13]=1)([CH3:4])([CH3:3])[CH3:2].N1C(C)=CC=CC=1C.[Si:28](OS(C(F)(F)F)(=O)=O)([C:31]([CH3:34])([CH3:33])[CH3:32])([CH3:30])[CH3:29]. The catalyst is C(Cl)Cl.CCOC(C)=O. The product is [CH2:11]([O:10][CH2:9][CH:8]([O:18][Si:28]([C:31]([CH3:34])([CH3:33])[CH3:32])([CH3:30])[CH3:29])[CH2:7][C:6]([O:5][C:1]([CH3:4])([CH3:2])[CH3:3])=[O:19])[C:12]1[CH:13]=[CH:14][CH:15]=[CH:16][CH:17]=1. The yield is 0.921. (6) The reactants are [F:1][C:2]1[CH:7]=[CH:6][C:5]([C:8]2[O:9][C:10]3[CH:20]=[C:19]([N:21]([CH3:26])[S:22]([CH3:25])(=[O:24])=[O:23])[C:18]([C:27]4[N:32]=[C:31]([C:33]([O:35]C)=[O:34])[C:30]([O:37][CH3:38])=[CH:29][CH:28]=4)=[CH:17][C:11]=3[C:12]=2[C:13](=[O:16])[NH:14][CH3:15])=[CH:4][CH:3]=1.O[Li].O. The catalyst is O1CCOCC1.O. The product is [F:1][C:2]1[CH:7]=[CH:6][C:5]([C:8]2[O:9][C:10]3[CH:20]=[C:19]([N:21]([CH3:26])[S:22]([CH3:25])(=[O:24])=[O:23])[C:18]([C:27]4[N:32]=[C:31]([C:33]([OH:35])=[O:34])[C:30]([O:37][CH3:38])=[CH:29][CH:28]=4)=[CH:17][C:11]=3[C:12]=2[C:13](=[O:16])[NH:14][CH3:15])=[CH:4][CH:3]=1. The yield is 0.770. (7) The reactants are C([N:8]1[CH2:13][CH2:12][C:11]([CH2:16][C:17]2[CH:22]=[CH:21][CH:20]=[CH:19][CH:18]=2)([CH2:14][OH:15])[CH2:10][CH2:9]1)C1C=CC=CC=1.ClC(OC(Cl)=O)C. The catalyst is ClCCl. The product is [CH2:16]([C:11]1([CH2:14][OH:15])[CH2:10][CH2:9][NH:8][CH2:13][CH2:12]1)[C:17]1[CH:22]=[CH:21][CH:20]=[CH:19][CH:18]=1. The yield is 0.400. (8) The reactants are [N:1]([CH2:4][C:5]1[CH:10]=[CH:9][C:8]([CH2:11][OH:12])=[CH:7][CH:6]=1)=[N+]=[N-].C1C=CC(P(C2C=CC=CC=2)C2C=CC=CC=2)=CC=1.O. The catalyst is C1COCC1. The product is [NH2:1][CH2:4][C:5]1[CH:10]=[CH:9][C:8]([CH2:11][OH:12])=[CH:7][CH:6]=1. The yield is 0.850.